Dataset: Catalyst prediction with 721,799 reactions and 888 catalyst types from USPTO. Task: Predict which catalyst facilitates the given reaction. (1) Reactant: B1(C)OC(C2C=CC=CC=2)(C2C=CC=CC=2)[C@@H]2N1CCC2.[F:22][C:23]1[CH:24]=[C:25]([C:30](=[O:36])[CH2:31][CH2:32][N+:33]([O-:35])=[O:34])[CH:26]=[CH:27][C:28]=1[F:29].CO.Cl. Product: [F:22][C:23]1[CH:24]=[C:25]([C@H:30]([OH:36])[CH2:31][CH2:32][N+:33]([O-:35])=[O:34])[CH:26]=[CH:27][C:28]=1[F:29]. The catalyst class is: 11. (2) Reactant: [N+:1]([C:4]1[CH:5]=[C:6]2[C:11](=[CH:12][CH:13]=1)[NH:10][C:9](=[O:14])[CH2:8][CH2:7]2)([O-:3])=[O:2].[H-].[Na+].[Cl:17][CH2:18][CH2:19][CH2:20]I. Product: [Cl:17][CH2:18][CH2:19][CH2:20][N:10]1[C:11]2[C:6](=[CH:5][C:4]([N+:1]([O-:3])=[O:2])=[CH:13][CH:12]=2)[CH2:7][CH2:8][C:9]1=[O:14]. The catalyst class is: 18. (3) Reactant: [O:1]=[C:2]1[N:11]2[C:6]([CH:7]=[CH:8][CH:9]=[CH:10]2)=[C:5]([CH2:12][N:13]2[CH2:18][CH2:17][N:16]([C:19]3[CH:24]=[CH:23][N:22]=[C:21]([CH:25]=[CH2:26])[CH:20]=3)[CH2:15][CH2:14]2)[CH:4]=[C:3]1[C:27]([O:29]CC)=[O:28]. Product: [CH2:25]([C:21]1[CH:20]=[C:19]([N:16]2[CH2:15][CH2:14][N:13]([CH2:12][C:5]3[CH:4]=[C:3]([C:27]([OH:29])=[O:28])[C:2](=[O:1])[N:11]4[C:6]=3[CH:7]=[CH:8][CH:9]=[CH:10]4)[CH2:18][CH2:17]2)[CH:24]=[CH:23][N:22]=1)[CH3:26]. The catalyst class is: 19. (4) Reactant: [CH3:1][C:2]([NH:4][C:5]1[CH:10]=[CH:9][C:8](Cl)=[CH:7][CH:6]=1)=[O:3].[NH2:12][C:13]1[CH:18]=[CH:17][C:16]([CH3:19])=[CH:15][CH:14]=1.CCCCCC. Product: [C:16]1([CH3:19])[CH:17]=[CH:18][C:13]([NH:12][C:8]2[CH:9]=[CH:10][C:5]([NH:4][C:2](=[O:3])[CH3:1])=[CH:6][CH:7]=2)=[CH:14][CH:15]=1. The catalyst class is: 13. (5) Reactant: [NH2:1][C:2]1[CH:3]=[CH:4][C:5]([C:8]#[N:9])=[N:6][CH:7]=1.C(N(CC)CC)C.[C:17]1([CH2:23][C:24](Cl)=[O:25])[CH:22]=[CH:21][CH:20]=[CH:19][CH:18]=1. Product: [C:8]([C:5]1[N:6]=[CH:7][C:2]([NH:1][C:24](=[O:25])[CH2:23][C:17]2[CH:22]=[CH:21][CH:20]=[CH:19][CH:18]=2)=[CH:3][CH:4]=1)#[N:9]. The catalyst class is: 526. (6) Reactant: [CH:1]1([C:7]2[CH:12]=[CH:11][C:10]([OH:13])=[CH:9][C:8]=2[CH3:14])[CH2:6][CH2:5][CH2:4][CH2:3][CH2:2]1.[C:15]([O:19][C:20]([N:22]1[CH2:27][CH2:26][CH:25]([C:28]2[CH:33]=[CH:32][C:31]([CH2:34]O)=[CH:30][CH:29]=2)[CH2:24][CH2:23]1)=[O:21])([CH3:18])([CH3:17])[CH3:16].C1C=CC(P(C2C=CC=CC=2)C2C=CC=CC=2)=CC=1. Product: [C:15]([O:19][C:20]([N:22]1[CH2:27][CH2:26][CH:25]([C:28]2[CH:33]=[CH:32][C:31]([CH2:34][O:13][C:10]3[CH:11]=[CH:12][C:7]([CH:1]4[CH2:2][CH2:3][CH2:4][CH2:5][CH2:6]4)=[C:8]([CH3:14])[CH:9]=3)=[CH:30][CH:29]=2)[CH2:24][CH2:23]1)=[O:21])([CH3:18])([CH3:17])[CH3:16]. The catalyst class is: 2.